Dataset: Full USPTO retrosynthesis dataset with 1.9M reactions from patents (1976-2016). Task: Predict the reactants needed to synthesize the given product. (1) Given the product [C:9]1([N:15]2[CH:6]=[C:5]3[C:2]([C:1](=[O:3])[NH:15][C:9]4[CH:10]=[CH:11][CH:12]=[CH:13][C:14]=43)=[N:16]2)[CH:14]=[CH:13][CH:12]=[CH:11][CH:10]=1, predict the reactants needed to synthesize it. The reactants are: [C:1](Cl)(=[O:3])[CH3:2].[C:5](O)(=O)[CH3:6].[C:9]1([NH:15][NH2:16])[CH:14]=[CH:13][CH:12]=[CH:11][CH:10]=1. (2) Given the product [CH2:31]([O:33][C:34]([C:36]1([C:39]2[CH:44]=[CH:43][C:42]([C:22]3[CH:23]=[CH:24][C:19]([C:18]4[O:17][N:16]=[C:15]([CH2:26][CH3:27])[C:14]=4[NH:13][C:12]([O:11][C@@H:9]([C:5]4[CH:6]=[CH:7][CH:8]=[C:3]([C:2]([F:30])([F:29])[F:1])[CH:4]=4)[CH3:10])=[O:28])=[CH:20][CH:21]=3)=[CH:41][CH:40]=2)[CH2:37][CH2:38]1)=[O:35])[CH3:32], predict the reactants needed to synthesize it. The reactants are: [F:1][C:2]([F:30])([F:29])[C:3]1[CH:4]=[C:5]([C@H:9]([O:11][C:12](=[O:28])[NH:13][C:14]2[C:15]([CH2:26][CH3:27])=[N:16][O:17][C:18]=2[C:19]2[CH:24]=[CH:23][C:22](Br)=[CH:21][CH:20]=2)[CH3:10])[CH:6]=[CH:7][CH:8]=1.[CH2:31]([O:33][C:34]([C:36]1([C:39]2[CH:44]=[CH:43][C:42](B3OC(C)(C)C(C)(C)O3)=[CH:41][CH:40]=2)[CH2:38][CH2:37]1)=[O:35])[CH3:32]. (3) Given the product [CH3:32][N:30]([CH3:31])[C:26]1[CH:25]=[C:24]([CH:29]=[CH:28][CH:27]=1)[C:23]([NH:22][C:17]1[CH:18]=[CH:19][C:20]([CH3:21])=[C:15]([NH:14][C:11]([C:7]2[CH:6]=[C:5]3[C:10](=[CH:9][CH:8]=2)[N:1]=[CH:2][CH:3]=[CH:4]3)=[O:13])[CH:16]=1)=[O:33], predict the reactants needed to synthesize it. The reactants are: [N:1]1[C:10]2[C:5](=[CH:6][C:7]([C:11]([OH:13])=O)=[CH:8][CH:9]=2)[CH:4]=[CH:3][CH:2]=1.[NH2:14][C:15]1[CH:16]=[C:17]([NH:22][C:23](=[O:33])[C:24]2[CH:29]=[CH:28][CH:27]=[C:26]([N:30]([CH3:32])[CH3:31])[CH:25]=2)[CH:18]=[CH:19][C:20]=1[CH3:21].C(N(C(C)C)CC)(C)C. (4) Given the product [Cl:11][C:12]1[C:13]2[N:19]([CH2:20][CH2:21][CH3:22])[C:6]([C:5]3[CH:4]=[N:3][C:2]([Cl:1])=[CH:10][CH:9]=3)=[N:18][C:14]=2[CH:15]=[CH:16][CH:17]=1, predict the reactants needed to synthesize it. The reactants are: [Cl:1][C:2]1[CH:10]=[CH:9][C:5]([C:6](Cl)=O)=[CH:4][N:3]=1.[Cl:11][C:12]1[CH:17]=[CH:16][CH:15]=[C:14]([NH2:18])[C:13]=1[NH:19][CH2:20][CH2:21][CH3:22]. (5) Given the product [S:1]1[C:5]2[CH:6]=[C:7]([CH:10]([NH2:11])[CH3:13])[CH:8]=[CH:9][C:4]=2[N:3]=[CH:2]1, predict the reactants needed to synthesize it. The reactants are: [S:1]1[C:5]2[CH:6]=[C:7]([CH2:10][NH2:11])[CH:8]=[CH:9][C:4]=2[N:3]=[CH:2]1.S1C2C=C(C(O)=O)C=CC=2N=[CH:13]1.Cl.S1C2C=CN=CC=2C=C1CN.